This data is from Full USPTO retrosynthesis dataset with 1.9M reactions from patents (1976-2016). The task is: Predict the reactants needed to synthesize the given product. (1) Given the product [Si:1]([O:8][CH2:9][CH2:10][CH2:11][CH2:12][N:13]1[C:21]2[CH:20]=[CH:19][N:18]=[CH:17][C:16]=2[CH:15]=[C:14]1[CH2:22][OH:23])([C:4]([CH3:7])([CH3:5])[CH3:6])([CH3:3])[CH3:2], predict the reactants needed to synthesize it. The reactants are: [Si:1]([O:8][CH2:9][CH2:10][CH2:11][CH2:12][N:13]1[C:21]2[CH:20]=[CH:19][N:18]=[CH:17][C:16]=2[CH:15]=[C:14]1[C:22](OCC)=[O:23])([C:4]([CH3:7])([CH3:6])[CH3:5])([CH3:3])[CH3:2]. (2) The reactants are: [H-].C([Al+]CC(C)C)C(C)C.[CH2:11]([CH:18]([C:39]#[N:40])[C:19]1[CH:20]=[C:21]([CH:35]=[CH:36][C:37]=1[F:38])[O:22][CH2:23][CH2:24][NH:25][S:26]([C:29]1[N:30]=[CH:31][N:32]([CH3:34])[CH:33]=1)(=[O:28])=[O:27])[C:12]1[CH:17]=[CH:16][CH:15]=[CH:14][CH:13]=1.[BH4-].[Na+].[OH-].[Na+].[Cl:45]CCl. Given the product [ClH:45].[NH2:40][CH2:39][CH:18]([C:19]1[CH:20]=[C:21]([CH:35]=[CH:36][C:37]=1[F:38])[O:22][CH2:23][CH2:24][NH:25][S:26]([C:29]1[N:30]=[CH:31][N:32]([CH3:34])[CH:33]=1)(=[O:28])=[O:27])[CH2:11][C:12]1[CH:17]=[CH:16][CH:15]=[CH:14][CH:13]=1, predict the reactants needed to synthesize it. (3) Given the product [CH3:1][C:2]1[C:6]([C:7]2[CH:8]=[C:9]([CH:26]([OH:27])[C:31]([F:34])([F:33])[C:30]([F:36])([F:35])[F:29])[C:10]3[NH:14][C:13](=[O:15])[NH:12][C:11]=3[CH:25]=2)=[C:5]([CH3:28])[O:4][N:3]=1, predict the reactants needed to synthesize it. The reactants are: [CH3:1][C:2]1[C:6]([C:7]2[CH:8]=[C:9]([CH:26]=[O:27])[C:10]3[N:14]=[C:13]([O:15]CC)[N:12](C(OC(C)(C)C)=O)[C:11]=3[CH:25]=2)=[C:5]([CH3:28])[O:4][N:3]=1.[F:29][C:30]([F:36])([F:35])[C:31]([F:34])([F:33])I.CN(C=O)C.CN(C(N(C)C)=C(N(C)C)N(C)C)C. (4) Given the product [Cl:14][C:6]1[C:5]([CH2:4][CH2:1][OH:2])=[CH:13][CH:12]=[CH:11][C:7]=1[CH:8]=[O:9], predict the reactants needed to synthesize it. The reactants are: [C:1]([CH2:4][C:5]1[C:6]([Cl:14])=[C:7]([CH:11]=[CH:12][CH:13]=1)[C:8](O)=[O:9])(O)=[O:2]. (5) Given the product [Cl:1][C:2]1[CH:7]=[C:6]([C:20]2[CH:21]=[CH:22][C:17]([C:16]([F:27])([F:26])[F:15])=[CH:18][CH:19]=2)[N:5]=[CH:4][N:3]=1, predict the reactants needed to synthesize it. The reactants are: [Cl:1][C:2]1[CH:7]=[C:6](Cl)[N:5]=[CH:4][N:3]=1.C(=O)([O-])[O-].[K+].[K+].[F:15][C:16]([F:27])([F:26])[C:17]1[CH:22]=[CH:21][C:20](B(O)O)=[CH:19][CH:18]=1.[Cl-].[NH4+].